From a dataset of Full USPTO retrosynthesis dataset with 1.9M reactions from patents (1976-2016). Predict the reactants needed to synthesize the given product. (1) Given the product [Cl:44][C:32]([C:30]1[CH:29]=[CH:28][C:27]2[C:23]([C:18]3[CH:19]=[CH:20][CH:21]=[CH:22][C:17]=3[C@@H:9]([NH:8][C:6](=[O:7])[O:5][C:1]([CH3:4])([CH3:3])[CH3:2])[CH2:10][C:11]3[CH:16]=[CH:15][CH:14]=[CH:13][N:12]=3)=[N:24][O:25][C:26]=2[CH:31]=1)=[O:34], predict the reactants needed to synthesize it. The reactants are: [C:1]([O:5][C:6]([NH:8][C@H:9]([C:17]1[CH:22]=[CH:21][CH:20]=[CH:19][C:18]=1[C:23]1[C:27]2[CH:28]=[CH:29][C:30]([C:32]([OH:34])=O)=[CH:31][C:26]=2[O:25][N:24]=1)[CH2:10][C:11]1[CH:16]=[CH:15][CH:14]=[CH:13][N:12]=1)=[O:7])([CH3:4])([CH3:3])[CH3:2].C(N(CC)CC)C.S(Cl)([Cl:44])=O. (2) Given the product [CH2:31]([N:20]1[C:21]([C:22]([O:24][CH2:25][CH3:26])=[O:23])=[C:15]2[C:16]([C:17]3[CH:18]=[N:10][NH:11][C:12]=3[CH2:13][CH2:14]2)=[N:19]1)[CH:30]=[CH2:29], predict the reactants needed to synthesize it. The reactants are: C(OC[N:10]1[CH:18]=[C:17]2[C:12]([CH2:13][CH2:14][C:15]3[C:16]2=[N:19][NH:20][C:21]=3[C:22]([O:24][CH2:25][CH3:26])=[O:23])=[N:11]1)C1C=CC=CC=1.[H-].[Na+].[CH2:29](Br)[CH:30]=[CH2:31]. (3) The reactants are: [CH3:1][C:2]1[CH:6]=[CH:5][N:4]([CH2:7][C:8]([OH:10])=[O:9])[N:3]=1.OS(O)(=O)=O.[CH3:16][CH2:17]O. Given the product [CH3:1][C:2]1[CH:6]=[CH:5][N:4]([CH2:7][C:8]([O:10][CH2:16][CH3:17])=[O:9])[N:3]=1, predict the reactants needed to synthesize it. (4) Given the product [CH3:12][N:2]([CH2:3][CH2:4][CH:5]([O:6][C:22]1[C:23]2[C:18](=[CH:17][CH:16]=[CH:15][CH:14]=2)[CH:19]=[CH:20][CH:21]=1)[C:7]1[S:8][CH:9]=[CH:10][CH:11]=1)[CH3:1], predict the reactants needed to synthesize it. The reactants are: [CH3:1][N:2]([CH3:12])[CH2:3][CH2:4][CH:5]([C:7]1[S:8][CH:9]=[CH:10][CH:11]=1)[OH:6].F[C:14]1[C:23]2[C:18](=[CH:19][CH:20]=[CH:21][CH:22]=2)[CH:17]=[CH:16][CH:15]=1. (5) Given the product [CH3:9][C:10]1[CH:18]=[CH:17][C:13]([C:14]([O:16][CH3:3])=[O:15])=[CH:12][C:11]=1[C@H:19]1[C@H:24]([O:25][CH2:26][C:27]2[CH:28]=[CH:29][CH:30]=[CH:31][CH:32]=2)[C@@H:23]([O:33][CH2:34][C:35]2[CH:40]=[CH:39][CH:38]=[CH:37][CH:36]=2)[C@H:22]([O:41][CH2:42][C:43]2[CH:44]=[CH:45][CH:46]=[CH:47][CH:48]=2)[C@@H:21]([CH2:49][O:50][CH2:51][C:52]2[CH:57]=[CH:56][CH:55]=[CH:54][CH:53]=2)[O:20]1, predict the reactants needed to synthesize it. The reactants are: CI.[C:3](=O)([O-])[O-].[K+].[K+].[CH3:9][C:10]1[CH:18]=[CH:17][C:13]([C:14]([OH:16])=[O:15])=[CH:12][C:11]=1[C@H:19]1[C@H:24]([O:25][CH2:26][C:27]2[CH:32]=[CH:31][CH:30]=[CH:29][CH:28]=2)[C@@H:23]([O:33][CH2:34][C:35]2[CH:40]=[CH:39][CH:38]=[CH:37][CH:36]=2)[C@H:22]([O:41][CH2:42][C:43]2[CH:48]=[CH:47][CH:46]=[CH:45][CH:44]=2)[C@@H:21]([CH2:49][O:50][CH2:51][C:52]2[CH:57]=[CH:56][CH:55]=[CH:54][CH:53]=2)[O:20]1. (6) Given the product [CH2:17]([N:14]1[CH2:15][CH2:16][CH:11]([NH:10][CH2:6][C:5]2[CH:8]=[CH:9][C:2]([Br:1])=[CH:3][CH:4]=2)[CH2:12][CH2:13]1)[C:18]1[CH:19]=[CH:20][CH:21]=[CH:22][CH:23]=1, predict the reactants needed to synthesize it. The reactants are: [Br:1][C:2]1[CH:9]=[CH:8][C:5]([CH:6]=O)=[CH:4][CH:3]=1.[NH2:10][CH:11]1[CH2:16][CH2:15][N:14]([CH2:17][C:18]2[CH:23]=[CH:22][CH:21]=[CH:20][CH:19]=2)[CH2:13][CH2:12]1.C(O[BH-](OC(=O)C)OC(=O)C)(=O)C.[Na+].C([O-])(O)=O.[Na+].